Dataset: Catalyst prediction with 721,799 reactions and 888 catalyst types from USPTO. Task: Predict which catalyst facilitates the given reaction. (1) Reactant: [CH2:1]([N:8]1[CH2:12][CH2:11][CH:10]([O:13]S(C2C(C)=CC=CC=2)(=O)=O)[CH2:9]1)[C:2]1[CH:7]=[CH:6][CH:5]=[CH:4][CH:3]=1.[CH3:24][C:25]1[NH:26][C:27]2[C:32]([C:33]=1[C:34]([O:36][CH2:37][C:38]1[CH:43]=[CH:42][CH:41]=[CH:40][CH:39]=1)=[O:35])=[CH:31][C:30](O)=[CH:29][CH:28]=2.C(=O)([O-])[O-].[K+].[K+].CCCCCC.C(OCC)(=O)C. Product: [CH2:37]([O:36][C:34]([C:33]1[C:32]2[C:27](=[CH:28][CH:29]=[C:30]([O:13][CH:10]3[CH2:11][CH2:12][N:8]([CH2:1][C:2]4[CH:3]=[CH:4][CH:5]=[CH:6][CH:7]=4)[CH2:9]3)[CH:31]=2)[NH:26][C:25]=1[CH3:24])=[O:35])[C:38]1[CH:43]=[CH:42][CH:41]=[CH:40][CH:39]=1. The catalyst class is: 444. (2) Reactant: [N:1]12[CH2:8][CH2:7][CH:4]([CH2:5][CH2:6]1)[C@H:3]([NH:9][CH2:10][CH2:11][N:12]1[C:16]3[C:17]([C:21]([O:23]C)=[O:22])=[CH:18][CH:19]=[CH:20][C:15]=3[N:14]=[CH:13]1)[CH2:2]2.O.[OH-].[Li+:27].O. Product: [N:1]12[CH2:8][CH2:7][CH:4]([CH2:5][CH2:6]1)[C@H:3]([NH:9][CH2:10][CH2:11][N:12]1[C:16]3[C:17]([C:21]([O-:23])=[O:22])=[CH:18][CH:19]=[CH:20][C:15]=3[N:14]=[CH:13]1)[CH2:2]2.[Li+:27]. The catalyst class is: 7. (3) Reactant: [CH3:1][N:2]([S:21]([C:24]1[S:25][CH:26]=[CH:27][CH:28]=1)(=[O:23])=[O:22])[C:3]1[CH:4]=[CH:5][CH:6]=[C:7]2[C:11]=1[NH:10][C:9]([C:12]1[S:13][C:14]([CH2:17][C:18]([OH:20])=O)=[CH:15][N:16]=1)=[CH:8]2.[NH:29]1[CH2:34][CH2:33][O:32][CH2:31][CH2:30]1.N1(O)C2C=CC=CC=2N=N1.Cl.CN(C)CCCN=C=NCC. Product: [CH3:1][N:2]([C:3]1[CH:4]=[CH:5][CH:6]=[C:7]2[C:11]=1[NH:10][C:9]([C:12]1[S:13][C:14]([CH2:17][C:18]([N:29]3[CH2:34][CH2:33][O:32][CH2:31][CH2:30]3)=[O:20])=[CH:15][N:16]=1)=[CH:8]2)[S:21]([C:24]1[S:25][CH:26]=[CH:27][CH:28]=1)(=[O:22])=[O:23]. The catalyst class is: 145. (4) Reactant: [C:1]([C:3]1[C:8](=[O:9])[NH:7][CH:6]=[C:5]([C:10]([O:12][CH3:13])=[O:11])[CH:4]=1)#[N:2].[F-].[Cs+].I[CH:17]([CH3:19])[CH3:18].O. Product: [C:1]([C:3]1[CH:4]=[C:5]([C:10]([O:12][CH3:13])=[O:11])[CH:6]=[N:7][C:8]=1[O:9][CH:17]([CH3:19])[CH3:18])#[N:2]. The catalyst class is: 3.